Dataset: Reaction yield outcomes from USPTO patents with 853,638 reactions. Task: Predict the reaction yield, written as a fraction of the theoretical maximum amount of product (1.0 means a 100% yield; for example, 0.34 means a 34% yield). The reactants are [N:1]([C:4]1[CH:11]=[CH:10][C:7]([C:8]#[N:9])=[CH:6][CH:5]=1)=[C:2]=[O:3].[NH2:12][C@@H:13]1[CH2:18][CH2:17][N:16]([C:19]([O:21][C:22]([CH3:25])([CH3:24])[CH3:23])=[O:20])[C@@H:15]([C:26]([O:28][CH3:29])=[O:27])[CH2:14]1.CCN(CC)CC.N. The catalyst is C1COCC1.CO. The product is [C:8]([C:7]1[CH:10]=[CH:11][C:4]([NH:1][C:2](=[O:3])[NH:12][C@@H:13]2[CH2:18][CH2:17][N:16]([C:19]([O:21][C:22]([CH3:23])([CH3:24])[CH3:25])=[O:20])[C@@H:15]([C:26]([O:28][CH3:29])=[O:27])[CH2:14]2)=[CH:5][CH:6]=1)#[N:9]. The yield is 0.900.